From a dataset of Catalyst prediction with 721,799 reactions and 888 catalyst types from USPTO. Predict which catalyst facilitates the given reaction. (1) Reactant: [Br:1][C:2]1[C:3](F)=[C:4]2[C:10]([NH:11][C:12](=[O:16])[CH2:13][O:14][CH3:15])=[CH:9][NH:8][C:5]2=[N:6][CH:7]=1.[CH3:18][C:19]1([NH:25][C:26](=[O:32])[O:27][C:28]([CH3:31])([CH3:30])[CH3:29])[CH2:24][CH2:23][CH2:22][NH:21][CH2:20]1. Product: [NH2:25][C:19]1([CH3:18])[CH2:24][CH2:23][CH2:22][N:21]([C:3]2[C:2]([Br:1])=[CH:7][N:6]=[C:5]3[NH:8][CH:9]=[C:10]([NH:11][C:12](=[O:16])[CH2:13][O:14][CH3:15])[C:4]=23)[CH2:20]1.[Br:1][C:2]1[C:3]([N:21]2[CH2:22][CH2:23][CH2:24][C:19]([NH:25][C:26](=[O:32])[O:27][C:28]([CH3:31])([CH3:30])[CH3:29])([CH3:18])[CH2:20]2)=[C:4]2[C:10]([NH:11][C:12](=[O:16])[CH2:13][O:14][CH3:15])=[CH:9][NH:8][C:5]2=[N:6][CH:7]=1. The catalyst class is: 114. (2) Reactant: C[CH2:2][N:3]([CH:7]([CH3:9])C)[CH:4]([CH3:6])C.CN(C(O[N:18]1N=N[C:20]2[CH:21]=[CH:22][CH:23]=[N:24][C:19]1=2)=[N+](C)C)C.F[P-](F)(F)(F)(F)F.N[C@@H]1CC[C@H](N2[C:46](=[O:47])[C:45]3[CH:48]=C(F)C=NC=3N(C3C=C(C4C=CC=CC=4)C=CC=3)C2=O)CC1.[OH2:66]. Product: [CH3:2][N:3]1[CH2:4][CH2:6][CH2:9][CH:7]1[C:22]1[CH:21]=[CH:20][C:19]2[N:24]([CH:48]=[C:45]([C:46]([OH:66])=[O:47])[N:18]=2)[CH:23]=1. The catalyst class is: 3. (3) Reactant: [O:1]1[CH:5]=[CH:4][CH:3]=[C:2]1[C:6]1[N:11]=[C:10](S(C)(=O)=O)[N:9]=[C:8]([NH2:16])[CH:7]=1.[NH:17]1[CH:21]=[N:20][CH:19]=[N:18]1.C(=O)([O-])[O-].[K+].[K+].O. Product: [O:1]1[CH:5]=[CH:4][CH:3]=[C:2]1[C:6]1[N:11]=[C:10]([N:17]2[CH:21]=[N:20][CH:19]=[N:18]2)[N:9]=[C:8]([NH2:16])[CH:7]=1. The catalyst class is: 3. (4) Reactant: [H-].[Na+].[CH2:3]([C:6]1[C:7](Cl)=[N:8][C:9]([CH3:13])=[N:10][C:11]=1[Cl:12])[CH:4]=[CH2:5].[Cl:15][C:16]1[CH:22]=[C:21]([Cl:23])[CH:20]=[CH:19][C:17]=1[NH2:18].O. Product: [CH2:3]([C:6]1[C:11]([Cl:12])=[N:10][C:9]([CH3:13])=[N:8][C:7]=1[NH:18][C:17]1[CH:19]=[CH:20][C:21]([Cl:23])=[CH:22][C:16]=1[Cl:15])[CH:4]=[CH2:5]. The catalyst class is: 3. (5) Reactant: [F:1][C:2]1[CH:3]=[C:4]([C:8]2[N:13]=[CH:12][C:11]([C:14]([O:16]C)=[O:15])=[CH:10][N:9]=2)[CH:5]=[CH:6][CH:7]=1.O1CCCC1.C(O)C. Product: [F:1][C:2]1[CH:3]=[C:4]([C:8]2[N:9]=[CH:10][C:11]([C:14]([OH:16])=[O:15])=[CH:12][N:13]=2)[CH:5]=[CH:6][CH:7]=1. The catalyst class is: 6. (6) Reactant: S(O)(O)(=O)=O.[CH3:6][NH:7][NH2:8].C(N(CC)CC)C.[CH3:16][O:17][C:18]1[CH:19]=[C:20]([C:26](=O)[CH2:27][C:28]([O:30]C)=O)[CH:21]=[CH:22][C:23]=1[S:24][CH3:25]. Product: [CH3:16][O:17][C:18]1[CH:19]=[C:20]([C:26]2[CH:27]=[C:28]([OH:30])[N:7]([CH3:6])[N:8]=2)[CH:21]=[CH:22][C:23]=1[S:24][CH3:25]. The catalyst class is: 8. (7) Product: [ClH:1].[CH3:38][O:39]/[N:40]=[C:11](\[C:7]1[CH:8]=[CH:9][CH:10]=[C:5]([O:4][C:3]2[CH:17]=[CH:18][C:19]([NH:21][C:22]3[C:23]4[N:30]([CH2:31][CH2:32][O:33][CH2:34][CH2:35][OH:36])[CH:29]=[CH:28][C:24]=4[N:25]=[CH:26][N:27]=3)=[CH:20][C:2]=2[Cl:1])[CH:6]=1)/[C:12]([CH3:15])([CH3:14])[CH3:13]. The catalyst class is: 8. Reactant: [Cl:1][C:2]1[CH:20]=[C:19]([NH:21][C:22]2[C:23]3[N:30]([CH2:31][CH2:32][O:33][CH2:34][CH2:35][OH:36])[CH:29]=[CH:28][C:24]=3[N:25]=[CH:26][N:27]=2)[CH:18]=[CH:17][C:3]=1[O:4][C:5]1[CH:6]=[C:7]([C:11](=O)[C:12]([CH3:15])([CH3:14])[CH3:13])[CH:8]=[CH:9][CH:10]=1.Cl.[CH3:38][O:39][NH2:40].C([O-])(=O)C.[Na+].Cl.C(OCC)(=O)C. (8) Reactant: [H-].[Na+].[CH2:3]([N:10]1[CH2:15][CH2:14][N:13]([CH2:16][CH2:17][CH2:18][NH:19][C:20](=[O:25])[O:21][CH2:22][CH2:23]Cl)[CH2:12][CH2:11]1)[C:4]1[CH:9]=[CH:8][CH:7]=[CH:6][CH:5]=1. Product: [CH2:3]([N:10]1[CH2:15][CH2:14][N:13]([CH2:16][CH2:17][CH2:18][N:19]2[CH2:23][CH2:22][O:21][C:20]2=[O:25])[CH2:12][CH2:11]1)[C:4]1[CH:9]=[CH:8][CH:7]=[CH:6][CH:5]=1. The catalyst class is: 9.